From a dataset of Peptide-MHC class II binding affinity with 134,281 pairs from IEDB. Regression. Given a peptide amino acid sequence and an MHC pseudo amino acid sequence, predict their binding affinity value. This is MHC class II binding data. (1) The peptide sequence is RLCFSKSKNTLMYEI. The MHC is DRB1_0301 with pseudo-sequence DRB1_0301. The binding affinity (normalized) is 0.586. (2) The peptide sequence is PLYRYLGGSFSHVL. The MHC is HLA-DPA10103-DPB10401 with pseudo-sequence HLA-DPA10103-DPB10401. The binding affinity (normalized) is 0.661. (3) The peptide sequence is VDGIIAAYQNPASWK. The MHC is DRB1_1501 with pseudo-sequence DRB1_1501. The binding affinity (normalized) is 0.809. (4) The peptide sequence is GEQQIVDKIDAAFKI. The MHC is DRB1_1501 with pseudo-sequence DRB1_1501. The binding affinity (normalized) is 0.617. (5) The peptide sequence is RLIHSLSNVKNQSLG. The MHC is DRB1_1302 with pseudo-sequence DRB1_1302. The binding affinity (normalized) is 0.601. (6) The peptide sequence is AFKVAATAAQAAPAN. The MHC is HLA-DPA10201-DPB11401 with pseudo-sequence HLA-DPA10201-DPB11401. The binding affinity (normalized) is 0.769. (7) The peptide sequence is AANHCGTVANGVLQT. The MHC is DRB1_0101 with pseudo-sequence DRB1_0101. The binding affinity (normalized) is 0.533.